From a dataset of NCI-60 drug combinations with 297,098 pairs across 59 cell lines. Regression. Given two drug SMILES strings and cell line genomic features, predict the synergy score measuring deviation from expected non-interaction effect. (1) Drug 1: CC1OCC2C(O1)C(C(C(O2)OC3C4COC(=O)C4C(C5=CC6=C(C=C35)OCO6)C7=CC(=C(C(=C7)OC)O)OC)O)O. Drug 2: CN(C)C1=NC(=NC(=N1)N(C)C)N(C)C. Cell line: NCI-H460. Synergy scores: CSS=54.8, Synergy_ZIP=11.3, Synergy_Bliss=11.8, Synergy_Loewe=-21.4, Synergy_HSA=10.6. (2) Drug 1: C1=CC(=C2C(=C1NCCNCCO)C(=O)C3=C(C=CC(=C3C2=O)O)O)NCCNCCO. Drug 2: CC12CCC3C(C1CCC2O)C(CC4=C3C=CC(=C4)O)CCCCCCCCCS(=O)CCCC(C(F)(F)F)(F)F. Cell line: UACC62. Synergy scores: CSS=37.0, Synergy_ZIP=-1.52, Synergy_Bliss=-2.13, Synergy_Loewe=-18.8, Synergy_HSA=-0.0883.